Dataset: Reaction yield outcomes from USPTO patents with 853,638 reactions. Task: Predict the reaction yield, written as a fraction of the theoretical maximum amount of product (1.0 means a 100% yield; for example, 0.34 means a 34% yield). (1) The reactants are [F:1][C:2]1[CH:27]=[CH:26][CH:25]=[C:24]([F:28])[C:3]=1[C:4]([NH:6][C:7]1[CH:8]=[N:9][C:10]([N:13]2[C:17]([C:18]([F:21])([F:20])[F:19])=[CH:16][C:15](C=O)=[N:14]2)=[CH:11][CH:12]=1)=[O:5].[C:29](=[O:32])([O-])[O-:30].[Cs+].[Cs+].FC1C=CC=C(F)[C:37]=1[C:38]([NH2:40])=O.[CH3:46]C1(C)C2C(=C(P(C3C=CC=CC=3)C3C=CC=CC=3)C=CC=2)OC2C(P(C3C=CC=CC=3)C3C=CC=CC=3)=CC=CC1=2.[O:88]1[CH2:93][CH2:92]OCC1. The catalyst is C([O-])(=O)C.[Pd+2].C([O-])(=O)C. The product is [F:28][C:24]1[CH:25]=[CH:26][CH:27]=[C:2]([F:1])[C:3]=1[C:4]([NH:6][C:7]1[CH:12]=[CH:11][C:10]([N:13]2[C:17]([C:18]([F:20])([F:19])[F:21])=[CH:16][C:15]([C:38]3[CH2:37][C:93]([CH3:92])([C:29]([O:30][CH3:46])=[O:32])[O:88][N:40]=3)=[N:14]2)=[N:9][CH:8]=1)=[O:5]. The yield is 0.560. (2) The product is [CH3:11][C@H:12]1[CH2:17][N:16]([C:2]2[CH:7]=[N:6][C:5]([N+:8]([O-:10])=[O:9])=[CH:4][CH:3]=2)[CH2:15][CH2:14][N:13]1[C:18]([O:20][C:21]([CH3:22])([CH3:24])[CH3:23])=[O:19]. No catalyst specified. The reactants are Br[C:2]1[CH:3]=[CH:4][C:5]([N+:8]([O-:10])=[O:9])=[N:6][CH:7]=1.[CH3:11][C@H:12]1[CH2:17][NH:16][CH2:15][CH2:14][N:13]1[C:18]([O:20][C:21]([CH3:24])([CH3:23])[CH3:22])=[O:19]. The yield is 0.400. (3) The yield is 0.690. The catalyst is C1COCC1. The product is [F:8][C:6]1[CH:7]=[C:2]([C:15](=[O:14])[CH2:19][CH2:18][CH2:17][NH:16][C:20](=[O:21])[O:22][C:23]([CH3:24])([CH3:26])[CH3:25])[CH:3]=[N:4][CH:5]=1. The reactants are Br[C:2]1[CH:3]=[N:4][CH:5]=[C:6]([F:8])[CH:7]=1.C([Mg]Cl)(C)C.[O:14]=[C:15]1[CH2:19][CH2:18][CH2:17][N:16]1[C:20]([O:22][C:23]([CH3:26])([CH3:25])[CH3:24])=[O:21]. (4) The reactants are [I-].[CH:2]([P+](C1C=CC=CC=1)(C1C=CC=CC=1)C1C=CC=CC=1)([CH3:4])[CH3:3].[Br:24][C:25]1[CH:37]=[CH:36][C:28](/[CH:29]=[CH:30]/[C:31]([O:33][CH2:34][CH3:35])=[O:32])=[CH:27][CH:26]=1. No catalyst specified. The product is [CH2:34]([O:33][C:31]([C@H:30]1[C@H:29]([C:28]2[CH:27]=[CH:26][C:25]([Br:24])=[CH:37][CH:36]=2)[C:2]1([CH3:4])[CH3:3])=[O:32])[CH3:35]. The yield is 0.790. (5) The reactants are C([N:9]([C:17]1[O:18][C@H:19]([C:33]([F:36])([F:35])[F:34])[C@H:20]([F:32])[C@:21]([C:24]2[C:29]([F:30])=[CH:28][CH:27]=[C:26]([Br:31])[N:25]=2)([CH3:23])[N:22]=1)[C:10](=[O:16])[O:11][C:12]([CH3:15])([CH3:14])[CH3:13])(=O)C1C=CC=CC=1.N. The catalyst is CO. The product is [Br:31][C:26]1[N:25]=[C:24]([C@:21]2([CH3:23])[C@@H:20]([F:32])[C@H:19]([C:33]([F:36])([F:35])[F:34])[O:18][C:17]([NH:9][C:10](=[O:16])[O:11][C:12]([CH3:13])([CH3:15])[CH3:14])=[N:22]2)[C:29]([F:30])=[CH:28][CH:27]=1. The yield is 0.724. (6) The reactants are Cl.[CH3:2][NH:3][OH:4].CO[Na].[Br:8][C:9]1[CH:10]=[C:11]2C(=[CH:17][CH:18]=1)O[CH:14]([C:19]1[CH:24]=[CH:23][CH:22]=[CH:21][N:20]=1)[CH2:13][C:12]2=[N:25][C:26]#[N:27].[CH3:28][OH:29]. No catalyst specified. The product is [Br:8][C:9]1[CH:10]=[C:11]2[C:12]3([O:4][N:3]([CH3:2])[C:26]([NH2:27])=[N:25]3)[CH2:13][CH:14]([C:19]3[CH:24]=[CH:23][CH:22]=[CH:21][N:20]=3)[O:29][C:28]2=[CH:17][CH:18]=1. The yield is 0.400.